Dataset: Full USPTO retrosynthesis dataset with 1.9M reactions from patents (1976-2016). Task: Predict the reactants needed to synthesize the given product. Given the product [CH:7]([C:6]1[CH:9]=[CH:10][C:3]([O:2][P:16]2([O:2][C:3]3[CH:10]=[CH:9][C:6]([CH:7]=[O:8])=[CH:5][CH:4]=3)[N:17]=[P:12]([O:2][C:3]3[CH:10]=[CH:9][C:6]([CH:7]=[O:8])=[CH:5][CH:4]=3)([Cl:11])[N:13]=[P:14]([O:2][C:3]3[CH:10]=[CH:9][C:6]([CH:7]=[O:8])=[CH:5][CH:4]=3)([O:2][C:3]3[CH:10]=[CH:9][C:6]([CH:7]=[O:8])=[CH:5][CH:4]=3)[N:15]=2)=[CH:4][CH:5]=1)=[O:8], predict the reactants needed to synthesize it. The reactants are: [Na].[OH:2][C:3]1[CH:10]=[CH:9][C:6]([CH:7]=[O:8])=[CH:5][CH:4]=1.[Cl:11][P:12]1(Cl)[N:17]=[P:16](Cl)(Cl)[N:15]=[P:14](Cl)(Cl)[N:13]=1.